Dataset: Peptide-MHC class I binding affinity with 185,985 pairs from IEDB/IMGT. Task: Regression. Given a peptide amino acid sequence and an MHC pseudo amino acid sequence, predict their binding affinity value. This is MHC class I binding data. The peptide sequence is GRYNLISPK. The MHC is HLA-A25:01 with pseudo-sequence HLA-A25:01. The binding affinity (normalized) is 0.0847.